The task is: Predict the product of the given reaction.. This data is from Forward reaction prediction with 1.9M reactions from USPTO patents (1976-2016). (1) Given the reactants C(N(CC)CC)C.[CH3:8][S:9](Cl)(=[O:11])=[O:10].[OH:13][CH2:14][C:15]1[S:19][N:18]=[N:17][C:16]=1[CH3:20].O.ClCCl, predict the reaction product. The product is: [CH3:8][S:9]([O:13][CH2:14][C:15]1[S:19][N:18]=[N:17][C:16]=1[CH3:20])(=[O:11])=[O:10]. (2) Given the reactants F[C:2]1[C:10]2[S:9][C:8]([I:11])=[N:7][C:6]=2[CH:5]=[CH:4][CH:3]=1.FC1C(F)=CC=CC=1N.ClC1C=C[C:26]([O:29]C)=CC=1N, predict the reaction product. The product is: [I:11][C:8]1[S:9][C:10]2[CH:2]=[CH:3][C:4]([O:29][CH3:26])=[CH:5][C:6]=2[N:7]=1. (3) Given the reactants [F:1][C:2]1[C:35]([F:36])=[CH:34][CH:33]=[CH:32][C:3]=1[CH2:4][S:5][C:6]1[N:11]=[C:10]([NH:12][S:13]([N:16]2[CH2:22][CH2:21][CH2:20][N:19](C(OC(C)(C)C)=O)[CH2:18][CH2:17]2)(=[O:15])=[O:14])[CH:9]=[C:8]([O:30][CH3:31])[N:7]=1.C(O)(C(F)(F)F)=O, predict the reaction product. The product is: [F:1][C:2]1[C:35]([F:36])=[CH:34][CH:33]=[CH:32][C:3]=1[CH2:4][S:5][C:6]1[N:11]=[C:10]([NH:12][S:13]([N:16]2[CH2:22][CH2:21][CH2:20][NH:19][CH2:18][CH2:17]2)(=[O:14])=[O:15])[CH:9]=[C:8]([O:30][CH3:31])[N:7]=1. (4) Given the reactants [CH:1]([C:3]1[C:4]([O:14][CH2:15][C:16]2[CH:41]=[CH:40][C:19]([O:20][CH2:21][C:22]3[N:23]=[C:24]([C:28]4[CH:33]=[CH:32][C:31]([CH2:34][C:35]([O:37][CH2:38][CH3:39])=[O:36])=[CH:30][CH:29]=4)[O:25][C:26]=3[CH3:27])=[C:18]([O:42][CH3:43])[CH:17]=2)=[N:5][N:6]([C:8]2[CH:13]=[CH:12][CH:11]=[CH:10][CH:9]=2)[CH:7]=1)=O.Cl.[Cl-].[CH2:46]([N:48]1[CH:52]=[C:51]([CH2:53][P+](C2C=CC=CC=2)(C2C=CC=CC=2)C2C=CC=CC=2)[N:50]=[CH:49]1)[CH3:47].C(=O)([O-])[O-].[K+].[K+].CN(C)C=O, predict the reaction product. The product is: [CH2:46]([N:48]1[CH:52]=[C:51](/[CH:53]=[CH:1]/[C:3]2[C:4]([O:14][CH2:15][C:16]3[CH:41]=[CH:40][C:19]([O:20][CH2:21][C:22]4[N:23]=[C:24]([C:28]5[CH:29]=[CH:30][C:31]([CH2:34][C:35]([O:37][CH2:38][CH3:39])=[O:36])=[CH:32][CH:33]=5)[O:25][C:26]=4[CH3:27])=[C:18]([O:42][CH3:43])[CH:17]=3)=[N:5][N:6]([C:8]3[CH:13]=[CH:12][CH:11]=[CH:10][CH:9]=3)[CH:7]=2)[N:50]=[CH:49]1)[CH3:47]. (5) Given the reactants C(OC([N:8]1[C:16]2[C:11](=[CH:12][CH:13]=[C:14]([Cl:17])[CH:15]=2)/[C:10](=[CH:18]/[C:19]2[CH:24]=[C:23]([Cl:25])[CH:22]=[CH:21][C:20]=2[O:26][C:27]([C:30]([O:32][CH3:33])=[O:31])([CH3:29])[CH3:28])/[C:9]1=[O:34])=O)(C)(C)C.[F:35][C:36]1[C:41]([F:42])=[CH:40][CH:39]=[C:38]([CH3:43])[C:37]=1[CH:44]=[N:45][C:46]([O:48][Si](C)(C)C)=[CH2:47], predict the reaction product. The product is: [Cl:17][C:14]1[CH:15]=[C:16]2[NH:8][C:9](=[O:34])[C:10]3([CH:18]([C:19]4[CH:24]=[C:23]([Cl:25])[CH:22]=[CH:21][C:20]=4[O:26][C:27]([C:30]([O:32][CH3:33])=[O:31])([CH3:29])[CH3:28])[CH2:47][C:46](=[O:48])[NH:45][CH:44]3[C:37]3[C:38]([CH3:43])=[CH:39][CH:40]=[C:41]([F:42])[C:36]=3[F:35])[C:11]2=[CH:12][CH:13]=1. (6) The product is: [F:33][C:34]1[CH:39]=[CH:38][C:37]([CH2:40][CH2:41][N:21]2[CH2:22][CH2:23][CH:18]([C:11]3[N:12]4[CH:17]=[CH:16][CH:15]=[CH:14][C:13]4=[C:9]([C:5]4[CH:6]=[CH:7][CH:8]=[C:3]([O:2][CH3:1])[CH:4]=4)[N:10]=3)[CH2:19][CH2:20]2)=[CH:36][CH:35]=1. Given the reactants [CH3:1][O:2][C:3]1[CH:4]=[C:5]([C:9]2[N:10]=[C:11]([CH:18]3[CH2:23][CH2:22][NH:21][CH2:20][CH2:19]3)[N:12]3[CH:17]=[CH:16][CH:15]=[CH:14][C:13]=23)[CH:6]=[CH:7][CH:8]=1.CCN(C(C)C)C(C)C.[F:33][C:34]1[CH:39]=[CH:38][C:37]([CH2:40][CH2:41]OS(C)(=O)=O)=[CH:36][CH:35]=1, predict the reaction product. (7) Given the reactants [CH3:1][C@H:2]1[CH2:11][CH2:10][C@@H:9]2[C@:4]([CH3:14])([CH2:5][CH2:6][CH2:7][C:8]2([CH3:13])[CH3:12])[C@H:3]1[CH2:15][C:16]([C:18]1[CH:23]=[C:22]([O:24][CH3:25])[CH:21]=[C:20]([O:26][CH3:27])[CH:19]=1)=[O:17].[H-].[H-].[H-].[H-].[Li+].[Al+3].O.[OH-].[Na+], predict the reaction product. The product is: [CH3:1][C@H:2]1[CH2:11][CH2:10][C@@H:9]2[C@:4]([CH3:14])([CH2:5][CH2:6][CH2:7][C:8]2([CH3:13])[CH3:12])[C@H:3]1[CH2:15][CH:16]([C:18]1[CH:19]=[C:20]([O:26][CH3:27])[CH:21]=[C:22]([O:24][CH3:25])[CH:23]=1)[OH:17].